This data is from Full USPTO retrosynthesis dataset with 1.9M reactions from patents (1976-2016). The task is: Predict the reactants needed to synthesize the given product. Given the product [Br:15][C:16]1[S:20][C:19]([S:21]([NH:7][CH:4]2[CH2:5][CH2:6][O:1][CH2:2][CH2:3]2)(=[O:23])=[O:22])=[CH:18][CH:17]=1, predict the reactants needed to synthesize it. The reactants are: [O:1]1[CH2:6][CH2:5][CH:4]([NH2:7])[CH2:3][CH2:2]1.C(N(CC)CC)C.[Br:15][C:16]1[S:20][C:19]([S:21](Cl)(=[O:23])=[O:22])=[CH:18][CH:17]=1.